From a dataset of Reaction yield outcomes from USPTO patents with 853,638 reactions. Predict the reaction yield, written as a fraction of the theoretical maximum amount of product (1.0 means a 100% yield; for example, 0.34 means a 34% yield). (1) The product is [C:1]1([C:7]2[CH:8]=[C:9]([C:10]([F:13])([F:12])[F:11])[N:27]3[CH:28]=[N:29][C:30]([C:31]#[N:32])=[C:26]3[N:25]=2)[CH:6]=[CH:5][CH:4]=[CH:3][CH:2]=1. No catalyst specified. The reactants are [C:1]1([C:7](=O)[CH2:8][C:9](=O)[C:10]([F:13])([F:12])[F:11])[CH:6]=[CH:5][CH:4]=[CH:3][CH:2]=1.C(C1C=CC=CC=1)(=O)C.[NH2:25][C:26]1[N:27]=[CH:28][NH:29][C:30]=1[C:31]#[N:32]. The yield is 0.370. (2) The reactants are [NH2:1][C:2]1[CH:25]=[CH:24][C:5]2[C:6]([CH2:9]CC3CCN(CC4C=CC=CC=4)CC3)=[N:7][O:8][C:4]=2[CH:3]=1.[CH2:26]([O:29][CH2:30][CH2:31]Br)[CH2:27]Br.C(N(C(C)C)CC)(C)C. The catalyst is C1(C)C=CC=CC=1.CCOC(C)=O. The product is [CH3:9][C:6]1[C:5]2[CH:24]=[CH:25][C:2]([N:1]3[CH2:31][CH2:30][O:29][CH2:26][CH2:27]3)=[CH:3][C:4]=2[O:8][N:7]=1. The yield is 0.790.